Task: Regression. Given two drug SMILES strings and cell line genomic features, predict the synergy score measuring deviation from expected non-interaction effect.. Dataset: NCI-60 drug combinations with 297,098 pairs across 59 cell lines (1) Drug 1: COC1=CC(=CC(=C1O)OC)C2C3C(COC3=O)C(C4=CC5=C(C=C24)OCO5)OC6C(C(C7C(O6)COC(O7)C8=CC=CS8)O)O. Drug 2: CC1=CC=C(C=C1)C2=CC(=NN2C3=CC=C(C=C3)S(=O)(=O)N)C(F)(F)F. Cell line: U251. Synergy scores: CSS=55.6, Synergy_ZIP=9.25, Synergy_Bliss=9.30, Synergy_Loewe=7.88, Synergy_HSA=10.9. (2) Drug 1: CC1=CC=C(C=C1)C2=CC(=NN2C3=CC=C(C=C3)S(=O)(=O)N)C(F)(F)F. Drug 2: CC1CCC2CC(C(=CC=CC=CC(CC(C(=O)C(C(C(=CC(C(=O)CC(OC(=O)C3CCCCN3C(=O)C(=O)C1(O2)O)C(C)CC4CCC(C(C4)OC)O)C)C)O)OC)C)C)C)OC. Cell line: DU-145. Synergy scores: CSS=12.2, Synergy_ZIP=-5.84, Synergy_Bliss=0.0693, Synergy_Loewe=-3.50, Synergy_HSA=-0.222. (3) Drug 2: C1=NC2=C(N=C(N=C2N1C3C(C(C(O3)CO)O)O)F)N. Cell line: NCIH23. Drug 1: C1C(C(OC1N2C=NC3=C(N=C(N=C32)Cl)N)CO)O. Synergy scores: CSS=44.0, Synergy_ZIP=-5.16, Synergy_Bliss=-0.693, Synergy_Loewe=-20.9, Synergy_HSA=-0.232. (4) Drug 1: CC(C)(C#N)C1=CC(=CC(=C1)CN2C=NC=N2)C(C)(C)C#N. Drug 2: CC1C(C(CC(O1)OC2CC(CC3=C2C(=C4C(=C3O)C(=O)C5=CC=CC=C5C4=O)O)(C(=O)C)O)N)O. Cell line: PC-3. Synergy scores: CSS=55.6, Synergy_ZIP=0.632, Synergy_Bliss=3.60, Synergy_Loewe=0.754, Synergy_HSA=4.77.